This data is from Catalyst prediction with 721,799 reactions and 888 catalyst types from USPTO. The task is: Predict which catalyst facilitates the given reaction. (1) Reactant: C([O:5][C:6](=[O:22])[CH2:7][S:8][C:9]1[N:13]([CH2:14][CH3:15])[C:12]([C:16]2[CH:21]=[CH:20][CH:19]=[CH:18][CH:17]=2)=[N:11][N:10]=1)(C)(C)C.FC(F)(F)C(O)=O. Product: [CH2:14]([N:13]1[C:12]([C:16]2[CH:21]=[CH:20][CH:19]=[CH:18][CH:17]=2)=[N:11][N:10]=[C:9]1[S:8][CH2:7][C:6]([OH:22])=[O:5])[CH3:15]. The catalyst class is: 4. (2) Reactant: [CH:1]1([CH2:6][N:7]([CH2:29][CH:30]2[CH2:34][CH2:33][CH2:32][CH2:31]2)[C@@H:8]2[CH2:13][CH2:12][C@@H:11]([CH2:14][C:15]([O:17]C)=[O:16])[CH2:10][C@H:9]2[C:19]2[CH:24]=[CH:23][C:22]([C:25]([F:28])([F:27])[F:26])=[CH:21][CH:20]=2)[CH2:5][CH2:4][CH2:3][CH2:2]1.[OH-].[Na+].Cl. Product: [CH:1]1([CH2:6][N:7]([CH2:29][CH:30]2[CH2:31][CH2:32][CH2:33][CH2:34]2)[C@@H:8]2[CH2:13][CH2:12][C@@H:11]([CH2:14][C:15]([OH:17])=[O:16])[CH2:10][C@H:9]2[C:19]2[CH:24]=[CH:23][C:22]([C:25]([F:26])([F:27])[F:28])=[CH:21][CH:20]=2)[CH2:2][CH2:3][CH2:4][CH2:5]1. The catalyst class is: 36. (3) Reactant: [Cl:1][C:2]1[S:6][C:5]([C@@H:7]2[CH2:9][C@H:8]2[C:10](=O)[CH3:11])=[CH:4][CH:3]=1.N1C=CC=CC=1.Cl.[CH3:20][O:21][NH2:22]. Product: [CH3:20][O:21][N:22]=[C:10]([C@@H:8]1[CH2:9][C@H:7]1[C:5]1[S:6][C:2]([Cl:1])=[CH:3][CH:4]=1)[CH3:11]. The catalyst class is: 5. (4) Reactant: [NH2:1][CH2:2][C@@H:3]1[O:7][C:6](=[O:8])[N:5]([C:9]2[CH:14]=[CH:13][C:12]([CH:15]3[CH2:20][CH2:19][S:18](=[O:22])(=[O:21])[CH2:17][CH2:16]3)=[C:11]([F:23])[CH:10]=2)[CH2:4]1.[C:24](Cl)(=[O:34])[O:25][CH2:26][O:27][C:28](=[O:33])[C:29]([CH3:32])([CH3:31])[CH3:30]. Product: [O:22]=[S:18]1(=[O:21])[CH2:19][CH2:20][CH:15]([C:12]2[CH:13]=[CH:14][C:9]([N:5]3[CH2:4][C@H:3]([CH2:2][NH:1][C:24]([O:25][CH2:26][O:27][C:28](=[O:33])[C:29]([CH3:31])([CH3:30])[CH3:32])=[O:34])[O:7][C:6]3=[O:8])=[CH:10][C:11]=2[F:23])[CH2:16][CH2:17]1. The catalyst class is: 4. (5) Reactant: Cl.[Cl:2][C:3]1[CH:8]=[CH:7][C:6]([NH:9]N)=[CH:5][CH:4]=1.[C:11]1([CH2:17][CH2:18]Br)[CH:16]=[CH:15][CH:14]=[CH:13][CH:12]=1.C(N(CC)CC)C.Cl.[CH3:28][N:29]1[CH2:34][CH2:33][C:32](=O)[CH2:31][CH2:30]1.FC(F)(F)C([O-])=O. Product: [Cl:2][C:3]1[CH:8]=[CH:7][C:6]2[N:9]([CH2:18][CH2:17][C:11]3[CH:16]=[CH:15][CH:14]=[CH:13][CH:12]=3)[C:32]3[CH2:33][CH2:34][N:29]([CH3:28])[CH2:30][C:31]=3[C:5]=2[CH:4]=1. The catalyst class is: 8.